Dataset: Reaction yield outcomes from USPTO patents with 853,638 reactions. Task: Predict the reaction yield, written as a fraction of the theoretical maximum amount of product (1.0 means a 100% yield; for example, 0.34 means a 34% yield). (1) The reactants are [C:1]([O:5][C:6]([N:8]1[CH2:13][CH2:12][CH:11]([NH:14][C:15]2[C:20]([N+:21]([O-:23])=[O:22])=[CH:19][CH:18]=[C:17](Cl)[N:16]=2)[CH2:10][CH2:9]1)=[O:7])([CH3:4])([CH3:3])[CH3:2].[CH3:25][NH:26][CH3:27]. The catalyst is CO.C(Cl)Cl.C1COCC1. The product is [C:1]([O:5][C:6]([N:8]1[CH2:13][CH2:12][CH:11]([NH:14][C:15]2[C:20]([N+:21]([O-:23])=[O:22])=[CH:19][CH:18]=[C:17]([N:26]([CH3:27])[CH3:25])[N:16]=2)[CH2:10][CH2:9]1)=[O:7])([CH3:4])([CH3:3])[CH3:2]. The yield is 0.990. (2) The reactants are [CH3:1][N:2]1[CH2:15][C@@H:14]2[C@H:9]([CH2:10][CH2:11][C@:12]3([CH3:20])[C:18](=[O:19])[CH2:17][CH2:16][C@H:13]32)[C@:8]2([CH3:21])[C:3]1=[CH:4][C:5](=[O:22])[CH2:6][CH2:7]2.C[Si]([N-][Si](C)(C)C)(C)C.[K+].C1(N([S:40]([C:43]([F:46])([F:45])[F:44])(=[O:42])=[O:41])[S:40]([C:43]([F:46])([F:45])[F:44])(=[O:42])=[O:41])C=CC=CC=1. The catalyst is C1COCC1. The product is [F:44][C:43]([F:46])([F:45])[S:40]([O:19][C:18]1[C@:12]2([CH3:20])[C@H:13]([C@H:14]3[C@H:9]([CH2:10][CH2:11]2)[C@:8]2([CH3:21])[C:3](=[CH:4][C:5](=[O:22])[CH2:6][CH2:7]2)[N:2]([CH3:1])[CH2:15]3)[CH2:16][CH:17]=1)(=[O:42])=[O:41]. The yield is 0.760. (3) The yield is 0.274. The catalyst is O.O1CCOCC1.C1C=CC([P]([Pd]([P](C2C=CC=CC=2)(C2C=CC=CC=2)C2C=CC=CC=2)([P](C2C=CC=CC=2)(C2C=CC=CC=2)C2C=CC=CC=2)[P](C2C=CC=CC=2)(C2C=CC=CC=2)C2C=CC=CC=2)(C2C=CC=CC=2)C2C=CC=CC=2)=CC=1. The reactants are Cl[C:2]1[N:3]=[C:4]([NH:11][C:12]2[CH:17]=[C:16]([O:18][CH3:19])[C:15]([O:20][CH3:21])=[C:14]([O:22][CH3:23])[CH:13]=2)[C:5]2[N:10]=[CH:9][S:8][C:6]=2[N:7]=1.CC1(C)C(C)(C)OB([C:32]2[CH:33]=[C:34]([CH:38]=[CH:39][CH:40]=2)[C:35]([NH2:37])=[O:36])O1.C([O-])([O-])=O.[Na+].[Na+]. The product is [CH3:23][O:22][C:14]1[CH:13]=[C:12]([NH:11][C:4]2[C:5]3[N:10]=[CH:9][S:8][C:6]=3[N:7]=[C:2]([C:32]3[CH:33]=[C:34]([CH:38]=[CH:39][CH:40]=3)[C:35]([NH2:37])=[O:36])[N:3]=2)[CH:17]=[C:16]([O:18][CH3:19])[C:15]=1[O:20][CH3:21]. (4) The reactants are [CH2:1](Br)[C:2]1[CH:7]=[CH:6][CH:5]=[CH:4][CH:3]=1.[I:9][C:10]1[C:15]([OH:16])=[CH:14][CH:13]=[CH:12][C:11]=1O.[C:18](=[O:21])([O-])[O-].[Cs+].[Cs+]. The catalyst is CN(C)C=O. The product is [CH2:1]([O:16][C:15]1[CH:14]=[CH:13][CH:12]=[C:11]([O:21][CH2:18][C:2]2[CH:7]=[CH:6][CH:5]=[CH:4][CH:3]=2)[C:10]=1[I:9])[C:2]1[CH:7]=[CH:6][CH:5]=[CH:4][CH:3]=1. The yield is 0.710. (5) The reactants are [Cl:1][C:2]1[N:7]=[C:6]([Cl:8])[C:5]([O:9][CH3:10])=[C:4](Cl)[N:3]=1.[NH:12]1[CH2:16][CH2:15][CH2:14][C@H:13]1[CH2:17][OH:18].C(N(CC)CC)C. No catalyst specified. The product is [Cl:1][C:2]1[N:3]=[C:4]([N:12]2[CH2:16][CH2:15][CH2:14][C@H:13]2[CH2:17][OH:18])[C:5]([O:9][CH3:10])=[C:6]([Cl:8])[N:7]=1. The yield is 0.700. (6) The reactants are [NH2:1][C@H:2]([C:7]([OH:9])=[O:8])[CH2:3][CH:4]([CH3:6])[CH3:5].[CH3:10][O:11][CH2:12][CH2:13][O:14][C:15](Cl)=[O:16].O. The catalyst is [OH-].[Na+]. The product is [CH3:10][O:11][CH2:12][CH2:13][O:14][C:15]([NH:1][C@H:2]([C:7]([OH:9])=[O:8])[CH2:3][CH:4]([CH3:6])[CH3:5])=[O:16]. The yield is 0.920. (7) The reactants are F[C:2]1[C:7]([I:8])=[CH:6][CH:5]=[CH:4][N:3]=1.[CH3:9][C:10]1([CH2:14][OH:15])[CH2:13][O:12][CH2:11]1. No catalyst specified. The product is [I:8][C:7]1[C:2]([O:15][CH2:14][C:10]2([CH3:9])[CH2:13][O:12][CH2:11]2)=[N:3][CH:4]=[CH:5][CH:6]=1. The yield is 0.740. (8) The reactants are [OH:1][C:2]1[C:3]([CH3:19])=[C:4]2[C:9](=[C:10]3[CH:15]=[CH:14][CH:13]=[CH:12][C:11]=13)[O:8][C:7](=[O:16])[CH2:6][C:5]2([CH3:18])[CH3:17].C1C(=O)N(Br)C(=[O:23])C1. The catalyst is C(#N)C.O. The product is [CH3:17][C:5]([C:4]1[C:9](=[O:8])[C:10]2[C:11]([C:2](=[O:1])[C:3]=1[CH3:19])=[CH:12][CH:13]=[CH:14][CH:15]=2)([CH3:18])[CH2:6][C:7]([OH:16])=[O:23]. The yield is 0.680. (9) The reactants are [NH:1]1[CH:5]=[C:4]([C:6]2[CH:22]=[CH:21][CH:20]=[CH:19][C:7]=2[O:8][CH2:9][CH:10]=[C:11]2[CH2:16][CH2:15][CH:14]([C:17]#[N:18])[CH2:13][CH2:12]2)[N:3]=[CH:2]1.C([O-])([O-])=[O:24].[K+].[K+].OO. The catalyst is CS(C)=O. The product is [NH:1]1[CH:5]=[C:4]([C:6]2[CH:22]=[CH:21][CH:20]=[CH:19][C:7]=2[O:8][CH2:9][CH:10]=[C:11]2[CH2:12][CH2:13][CH:14]([C:17]([NH2:18])=[O:24])[CH2:15][CH2:16]2)[N:3]=[CH:2]1. The yield is 0.420.